Dataset: NCI-60 drug combinations with 297,098 pairs across 59 cell lines. Task: Regression. Given two drug SMILES strings and cell line genomic features, predict the synergy score measuring deviation from expected non-interaction effect. Drug 1: C1CN1C2=NC(=NC(=N2)N3CC3)N4CC4. Drug 2: CCN(CC)CCCC(C)NC1=C2C=C(C=CC2=NC3=C1C=CC(=C3)Cl)OC. Cell line: OVCAR-8. Synergy scores: CSS=38.7, Synergy_ZIP=-8.03, Synergy_Bliss=-7.23, Synergy_Loewe=-4.58, Synergy_HSA=-2.40.